Dataset: Full USPTO retrosynthesis dataset with 1.9M reactions from patents (1976-2016). Task: Predict the reactants needed to synthesize the given product. (1) Given the product [CH2:15]([O:14][P:10]([CH:1]=[CH:41][C:40]1[CH:39]=[CH:38][C:37]([O:36][C:26]2[C:27]3[C:32](=[CH:31][C:30]([O:34][CH3:35])=[CH:29][CH:28]=3)[CH:33]=[C:24]([CH3:23])[C:25]=2[C:45]2[CH:50]=[CH:49][CH:48]=[CH:47][CH:46]=2)=[CH:44][CH:43]=1)(=[O:17])[O:11][CH2:12][CH3:13])[CH3:16], predict the reactants needed to synthesize it. The reactants are: [CH2:1]([P:10](=[O:17])([O:14][CH2:15][CH3:16])[O:11][CH2:12][CH3:13])P(=O)(OCC)OCC.[Li]CCCC.[CH3:23][C:24]1[C:25]([C:45]2[CH:50]=[CH:49][CH:48]=[CH:47][CH:46]=2)=[C:26]([O:36][C:37]2[CH:44]=[CH:43][C:40]([CH:41]=O)=[CH:39][CH:38]=2)[C:27]2[C:32]([CH:33]=1)=[CH:31][C:30]([O:34][CH3:35])=[CH:29][CH:28]=2.CCOC(C)=O. (2) Given the product [NH2:1][CH2:2][CH2:3][CH2:4][CH2:5][CH2:6][CH2:7][N:8]([CH3:65])[C@H:9]([C:13]([NH:15][C@H:16]([C:20]([N:22]([C@@H:24]([C@@H:61]([CH3:64])[CH2:62][CH3:63])[C@H:25]([O:59][CH3:60])[CH2:26][C:27]([N:29]1[CH2:33][CH2:32][CH2:31][C@H:30]1[C@H:34]([O:57][CH3:58])[C@@H:35]([CH3:56])[C:36]([NH:38][C@@:39]1([C:48]([N:50]2[CH2:55][C:54]3[CH:66]=[CH:67][CH:68]=[CH:69][C:53]=3[CH2:52][O:51]2)=[O:49])[CH2:41][C@@H:40]1[C:42]1[CH:43]=[CH:44][CH:45]=[CH:46][CH:47]=1)=[O:37])=[O:28])[CH3:23])=[O:21])[CH:17]([CH3:18])[CH3:19])=[O:14])[CH:10]([CH3:12])[CH3:11], predict the reactants needed to synthesize it. The reactants are: [NH2:1][CH2:2][CH2:3][CH2:4][CH2:5][CH2:6][CH2:7][N:8]([CH3:65])[C@H:9]([C:13]([NH:15][C@H:16]([C:20]([N:22]([C@@H:24]([C@@H:61]([CH3:64])[CH2:62][CH3:63])[C@H:25]([O:59][CH3:60])[CH2:26][C:27]([N:29]1[CH2:33][CH2:32][CH2:31][C@H:30]1[C@H:34]([O:57][CH3:58])[C@@H:35]([CH3:56])[C:36]([NH:38][C@@:39]1([C:48]([N:50]2[CH2:55][CH2:54][CH2:53][CH2:52][O:51]2)=[O:49])[CH2:41][C@@H:40]1[C:42]1[CH:47]=[CH:46][CH:45]=[CH:44][CH:43]=1)=[O:37])=[O:28])[CH3:23])=[O:21])[CH:17]([CH3:19])[CH3:18])=[O:14])[CH:10]([CH3:12])[CH3:11].[CH2:66](OC(=O)NCCCCCC=O)[C:67]1C=CC=[CH:69][CH:68]=1.C([BH3-])#N.[Na+]. (3) The reactants are: [Br:1]Br.[N:3]1[C:8]2[C:9]3[CH:15]=[CH:14][CH:13]=[N:12][C:10]=3[NH:11][C:7]=2[CH:6]=[CH:5][C:4]=1[C:16]#[N:17].C([O-])(=O)C.[Na+]. Given the product [Br:1][C:14]1[CH:13]=[N:12][C:10]2[NH:11][C:7]3[CH:6]=[CH:5][C:4]([C:16]#[N:17])=[N:3][C:8]=3[C:9]=2[CH:15]=1, predict the reactants needed to synthesize it. (4) Given the product [Cl:16][C:15]1[C:6]([NH:5][C:3](=[O:4])[CH2:2][O:36][C:30]2[CH:35]=[CH:34][CH:33]=[CH:32][CH:31]=2)=[C:7]2[C:12](=[CH:13][CH:14]=1)[N:11]=[C:10]([N:17]1[CH2:21][CH2:20][C@@H:19]([OH:22])[CH2:18]1)[CH:9]=[CH:8]2, predict the reactants needed to synthesize it. The reactants are: Cl[CH2:2][C:3]([NH:5][C:6]1[C:15]([Cl:16])=[CH:14][CH:13]=[C:12]2[C:7]=1[CH:8]=[CH:9][C:10]([N:17]1[CH2:21][CH2:20][C@@H:19]([O:22][Si](C(C)(C)C)(C)C)[CH2:18]1)=[N:11]2)=[O:4].[C:30]1([OH:36])[CH:35]=[CH:34][CH:33]=[CH:32][CH:31]=1.C(=O)([O-])[O-].[K+].[K+].[F-].C([N+](CCCC)(CCCC)CCCC)CCC. (5) Given the product [F:48][C:47]([F:50])([F:49])[C:64]([OH:65])=[O:67].[CH3:57][N:54]1[CH2:55][CH2:56][N:51]([C:42]2[CH:43]=[C:44]([C:47]([F:50])([F:49])[F:48])[CH:45]=[CH:46][C:41]=2[C:16]2[CH:15]=[CH:14][CH:13]=[C:12]3[C:17]=2[CH:18]=[CH:19][C:10]([S:7]([NH:6][C:29]2[S:30][CH:31]=[CH:32][N:33]=2)(=[O:9])=[O:8])=[CH:11]3)[CH2:52][CH2:53]1, predict the reactants needed to synthesize it. The reactants are: COC1C=C(OC)C=CC=1C[N:6]([C:29]1[S:30][CH:31]=[CH:32][N:33]=1)[S:7]([C:10]1[CH:19]=[CH:18][C:17]2[C:12](=[CH:13][CH:14]=[CH:15][C:16]=2B2OC(C)(C)C(C)(C)O2)[CH:11]=1)(=[O:9])=[O:8].Br[C:41]1[CH:46]=[CH:45][C:44]([C:47]([F:50])([F:49])[F:48])=[CH:43][C:42]=1[N:51]1[CH2:56][CH2:55][N:54]([CH3:57])[CH2:53][CH2:52]1.O1CCOCC1.[C:64](=[O:67])([O-])[O-:65].[Na+].[Na+]. (6) Given the product [CH3:54][N:44]1[C:45]2[C:50](=[CH:49][C:48]([NH:57][C:58]3[CH:59]=[N:60][CH:61]=[CH:62][CH:63]=3)=[CH:47][C:46]=2[C:52]#[N:53])[C@@H:42]2[CH2:41][NH:40][CH2:56][CH2:55][C@H:43]12, predict the reactants needed to synthesize it. The reactants are: C(OC(N1CCC2N(C)C3C(C(F)(F)F)=CC(NC4C=CC=CN=4)=CC=3C2C1)=O)(C)(C)C.C(OC([N:40]1[CH2:56][CH2:55][C@@H:43]2[N:44]([CH3:54])[C:45]3[C:46]([C:52]#[N:53])=[CH:47][C:48](Br)=[CH:49][C:50]=3[C@@H:42]2[CH2:41]1)=O)(C)(C)C.[NH2:57][C:58]1[CH:59]=[N:60][CH:61]=[CH:62][CH:63]=1.CC([O-])(C)C.[Na+].